From a dataset of Reaction yield outcomes from USPTO patents with 853,638 reactions. Predict the reaction yield, written as a fraction of the theoretical maximum amount of product (1.0 means a 100% yield; for example, 0.34 means a 34% yield). (1) The reactants are [CH2:1]([O:3]CC)C.Br[C:7]1[CH:8]=[CH:9][C:10]([CH2:13][O:14][C:15]2[CH:20]=[CH:19][CH:18]=[CH:17][CH:16]=2)=[N:11][CH:12]=1.C([Li])CCC.CN(C)C=O. The catalyst is O. The product is [O:14]([CH2:13][C:10]1[N:11]=[CH:12][C:7]([CH:1]=[O:3])=[CH:8][CH:9]=1)[C:15]1[CH:20]=[CH:19][CH:18]=[CH:17][CH:16]=1. The yield is 0.283. (2) The reactants are [Cl:1][C:2]1[CH:3]=[N:4][CH:5]=[C:6]([C:8]#[CH:9])[CH:7]=1.[F:10][C:11]1[CH:16]=[CH:15][C:14](I)=[CH:13][C:12]=1[N+:18]([O-:20])=[O:19].C(N(CC)CC)C. The catalyst is C1(C=CC=CC=1)[P](C1C=CC=CC=1)(C1C=CC=CC=1)[Pd][P](C1C=CC=CC=1)(C1C=CC=CC=1)C1C=CC=CC=1.[Cu]I. The product is [Cl:1][C:2]1[CH:3]=[N:4][CH:5]=[C:6]([C:8]#[C:9][C:14]2[CH:15]=[CH:16][C:11]([F:10])=[C:12]([N+:18]([O-:20])=[O:19])[CH:13]=2)[CH:7]=1. The yield is 0.540. (3) The reactants are [NH2:1][C:2]1[S:3][CH:4]=[C:5]([C:7]([O:9][CH2:10][CH3:11])=[O:8])[N:6]=1.[Cl:12]N1C(=O)CCC1=O. The catalyst is C(#N)C.CCOC(C)=O. The product is [NH2:1][C:2]1[S:3][C:4]([Cl:12])=[C:5]([C:7]([O:9][CH2:10][CH3:11])=[O:8])[N:6]=1. The yield is 0.980. (4) The reactants are C([O:8][C:9]1[C:18]([O:19][CH3:20])=[CH:17][C:12]([C:13]([O:15][CH3:16])=[O:14])=[C:11]([N+:21]([O-])=O)[CH:10]=1)C1C=CC=CC=1.[H][H]. The catalyst is [Pd].O1CCCC1. The product is [NH2:21][C:11]1[CH:10]=[C:9]([OH:8])[C:18]([O:19][CH3:20])=[CH:17][C:12]=1[C:13]([O:15][CH3:16])=[O:14]. The yield is 0.980. (5) The reactants are [F:1][C:2]1[CH:3]=[C:4]([CH:7]=[CH:8][C:9]=1F)[C:5]#[N:6].C(=O)(O)[O-].[Na+].[CH3:16][CH2:17][C@@H:18]([NH2:21])[CH2:19][OH:20]. The catalyst is CN(C)C=O. The product is [F:1][C:2]1[CH:3]=[C:4]([CH:7]=[CH:8][C:9]=1[NH:21][CH:18]([CH2:19][OH:20])[CH2:17][CH3:16])[C:5]#[N:6]. The yield is 0.330.